This data is from Forward reaction prediction with 1.9M reactions from USPTO patents (1976-2016). The task is: Predict the product of the given reaction. (1) Given the reactants N#N.C([O:7][C:8](=[O:22])[CH2:9][C:10]1[CH:15]=[CH:14][CH:13]=[C:12]([C:16]2([CH3:21])OCC[O:17]2)[CH:11]=1)(C)(C)C, predict the reaction product. The product is: [C:16]([C:12]1[CH:11]=[C:10]([CH2:9][C:8]([OH:22])=[O:7])[CH:15]=[CH:14][CH:13]=1)(=[O:17])[CH3:21]. (2) The product is: [OH:16][CH2:15][C:14]([CH2:17][O:18][CH2:19][CH2:20][CH2:21][P:4]([OH:6])([CH2:3][CH:2]([CH3:1])[CH2:7][C:8]([CH3:10])([CH3:9])[CH3:11])=[O:5])([CH2:13][CH3:12])[CH2:22][O:23][CH2:24][CH2:25][CH2:26][P:4]([CH2:3][CH:2]([CH3:1])[CH2:7][C:8]([CH3:10])([CH3:9])[CH3:11])(=[O:5])[OH:6]. Given the reactants [CH3:1][CH:2]([CH2:7][C:8]([CH3:11])([CH3:10])[CH3:9])[CH2:3][PH:4](=[O:6])[OH:5].[CH3:12][CH2:13][C:14]([CH2:22][O:23][CH2:24][CH:25]=[CH2:26])([CH2:17][O:18][CH2:19][CH:20]=[CH2:21])[CH2:15][OH:16], predict the reaction product. (3) Given the reactants CS[CH2:3][O:4][C@@H:5]1[C@@H:9]([CH2:10][O:11][Si](C(C)(C)C)(C)C)[O:8][C@@H:7]([N:19]2[CH:27]=[C:25]([CH3:26])[C:23](=[O:24])[NH:22][C:20]2=[O:21])[CH2:6]1.C1CCCCC=1.[N-:34]=[N+:35]=[N-:36].[Na+].[NH4+].[F-], predict the reaction product. The product is: [N:34]([CH2:3][O:4][C@@H:5]1[C@@H:9]([CH2:10][OH:11])[O:8][C@@H:7]([N:19]2[CH:27]=[C:25]([CH3:26])[C:23](=[O:24])[NH:22][C:20]2=[O:21])[CH2:6]1)=[N+:35]=[N-:36]. (4) Given the reactants [C:1]([CH2:3][C:4]([N:6]1[CH2:10][CH2:9][CH2:8][CH:7]1[CH2:11][N:12]1[C:16]2[CH:17]=[CH:18][CH:19]=[CH:20][C:15]=2[N:14]=[C:13]1[NH:21][C:22](=[O:29])[C:23]1[CH:28]=[CH:27][CH:26]=[N:25][CH:24]=1)=[O:5])#[N:2].C(O)(=O)C.N1CCCCC1.[CH:40](=O)[CH:41]([CH3:43])[CH3:42].O, predict the reaction product. The product is: [C:1]([C:3](=[CH:40][CH:41]([CH3:43])[CH3:42])[C:4]([N:6]1[CH2:10][CH2:9][CH2:8][CH:7]1[CH2:11][N:12]1[C:16]2[CH:17]=[CH:18][CH:19]=[CH:20][C:15]=2[N:14]=[C:13]1[NH:21][C:22](=[O:29])[C:23]1[CH:28]=[CH:27][CH:26]=[N:25][CH:24]=1)=[O:5])#[N:2].